From a dataset of Forward reaction prediction with 1.9M reactions from USPTO patents (1976-2016). Predict the product of the given reaction. Given the reactants C(=O)([O-])[O-].[Cs+].[Cs+].[C:7](P(C(C)(C)C)C(C)(C)C)(C)(C)[CH3:8].Br[C:21]1[CH:26]=[CH:25][CH:24]=[C:23]([C:27]([F:30])([F:29])[F:28])[N:22]=1.C([C:33](CC)([C:37]([O-:39])=[O:38])C([O-])=O)C.[Cl-].[NH4+], predict the reaction product. The product is: [CH2:7]([O:39][C:37](=[O:38])[CH2:33][C:21]1[CH:26]=[CH:25][CH:24]=[C:23]([C:27]([F:30])([F:29])[F:28])[N:22]=1)[CH3:8].